From a dataset of Forward reaction prediction with 1.9M reactions from USPTO patents (1976-2016). Predict the product of the given reaction. (1) Given the reactants [CH3:1][C:2]1[N:3]=[CH:4][C:5]([CH2:8][NH:9][C:10]([C:12]2[S:16][C:15]([C:17]([O:19]C)=O)=[CH:14][CH:13]=2)=[O:11])=[N:6][CH:7]=1.O.[NH2:22][NH2:23].C(Cl)(Cl)Cl, predict the reaction product. The product is: [CH3:1][C:2]1[N:3]=[CH:4][C:5]([CH2:8][NH:9][C:10]([C:12]2[S:16][C:15]([C:17]([NH:22][NH2:23])=[O:19])=[CH:14][CH:13]=2)=[O:11])=[N:6][CH:7]=1. (2) Given the reactants [Cl:1][C:2]1[C:7]([Cl:8])=[CH:6][CH:5]=[CH:4][C:3]=1B(O)O.Br[C:13]1[CH:14]=[C:15]([S:19]([NH:22][C:23]2[CH:28]=[CH:27][CH:26]=[CH:25][C:24]=2[S:29]([NH2:32])(=[O:31])=[O:30])(=[O:21])=[O:20])[CH:16]=[CH:17][CH:18]=1.C([O-])([O-])=O.[Na+].[Na+], predict the reaction product. The product is: [Cl:1][C:2]1[C:7]([Cl:8])=[CH:6][CH:5]=[CH:4][C:3]=1[C:13]1[CH:14]=[C:15]([S:19]([NH:22][C:23]2[CH:28]=[CH:27][CH:26]=[CH:25][C:24]=2[S:29]([NH2:32])(=[O:30])=[O:31])(=[O:21])=[O:20])[CH:16]=[CH:17][CH:18]=1.